Dataset: Reaction yield outcomes from USPTO patents with 853,638 reactions. Task: Predict the reaction yield, written as a fraction of the theoretical maximum amount of product (1.0 means a 100% yield; for example, 0.34 means a 34% yield). (1) The reactants are C[C@@H]1O[C@@H](OC(C[C@H](CC(O[C@H](CC(O[C@@H:37]2[C@@H:44]([C:45]([OH:47])=[O:46])[N:43]([CH3:48])[C:41](=[O:42])[C@H:40]([C@H:49]([O:65][C@@H:66]3[O:70][C@H:69]([CH2:71][NH2:72])[C@@H:68]([OH:73])[C@H:67]3[OH:74])[C@H:50]3[O:54][C@@H:53]([N:55]4[C:61](=[O:62])[NH:60][C:58](=[O:59])[CH:57]=[CH:56]4)[C@H:52]([OH:63])[C@@H:51]3[OH:64])[N:39]([CH3:75])[CH2:38]2)=O)CCCCCCCCCCCC(C)C)=O)C)=O)[C@H](OC)[C@H](OC)[C@H]1OC. The catalyst is C(O)(=O)C. The product is [CH3:75][N:39]1[C@@H:40]([CH:49]([O:65][C@@H:66]2[O:70][C@H:69]([CH2:71][NH2:72])[C@@H:68]([OH:73])[C@H:67]2[OH:74])[C@H:50]2[O:54][C@@H:53]([N:55]3[C:61](=[O:62])[NH:60][C:58](=[O:59])[CH:57]=[CH:56]3)[C@H:52]([OH:63])[C@@H:51]2[OH:64])[C:41](=[O:42])[N:43]([CH3:48])[C:44]([C:45]([OH:47])=[O:46])=[CH:37][CH2:38]1. The yield is 0.990. (2) The reactants are [S:1]1[CH:5]=[CH:4][C:3]([C:6]2[C:14]3[O:13][CH:12]([CH2:15][NH2:16])[CH2:11][C:10]=3[CH:9]=[CH:8][CH:7]=2)=[CH:2]1.C(N(C(C)C)CC)(C)C.Cl[C:27]([O:29][CH2:30][C:31]1[CH:36]=[CH:35][CH:34]=[CH:33][CH:32]=1)=[O:28].C(OC(=O)NCC1CC2C=CC=C(C3CCCC3)C=2O1)C1C=CC=CC=1. No catalyst specified. The product is [CH2:30]([O:29][C:27](=[O:28])[NH:16][CH2:15][CH:12]1[CH2:11][C:10]2[CH:9]=[CH:8][CH:7]=[C:6]([C:3]3[CH:4]=[CH:5][S:1][CH:2]=3)[C:14]=2[O:13]1)[C:31]1[CH:36]=[CH:35][CH:34]=[CH:33][CH:32]=1. The yield is 0.710. (3) The reactants are [Cl:1][C:2]1[CH:7]=[C:6]([Cl:8])[C:5]([N+:9]([O-:11])=[O:10])=[CH:4][C:3]=1[CH2:12]Cl.[CH3:14][O-:15].[Na+]. The yield is 0.270. The catalyst is CO. The product is [Cl:1][C:2]1[CH:7]=[C:6]([Cl:8])[C:5]([N+:9]([O-:11])=[O:10])=[CH:4][C:3]=1[CH2:12][O:15][CH3:14].